This data is from Forward reaction prediction with 1.9M reactions from USPTO patents (1976-2016). The task is: Predict the product of the given reaction. Given the reactants C([Li])CCC.[C:6]([Si:10]([CH3:29])([CH3:28])[O:11][C:12]1[CH:17]=[CH:16][C:15]([C:18](=[N:26][OH:27])[CH2:19][C:20]2[CH:25]=[CH:24][CH:23]=[CH:22][CH:21]=2)=[CH:14][CH:13]=1)([CH3:9])([CH3:8])[CH3:7].[C:30]1([C:38](OCC)=[O:39])([C:33]([O:35][CH2:36][CH3:37])=[O:34])[CH2:32][CH2:31]1, predict the reaction product. The product is: [CH2:36]([O:35][C:33]([C:30]1([C:38]2([OH:39])[O:27][N:26]=[C:18]([C:15]3[CH:16]=[CH:17][C:12]([O:11][Si:10]([C:6]([CH3:7])([CH3:9])[CH3:8])([CH3:29])[CH3:28])=[CH:13][CH:14]=3)[CH:19]2[C:20]2[CH:21]=[CH:22][CH:23]=[CH:24][CH:25]=2)[CH2:32][CH2:31]1)=[O:34])[CH3:37].